This data is from Reaction yield outcomes from USPTO patents with 853,638 reactions. The task is: Predict the reaction yield, written as a fraction of the theoretical maximum amount of product (1.0 means a 100% yield; for example, 0.34 means a 34% yield). (1) The reactants are [CH3:1][C:2]1[CH:3]=[CH:4][C:5]([N+:9]([O-:11])=[O:10])=[C:6]([CH:8]=1)[NH2:7].O[CH2:13][CH:14]([CH2:16]O)O.[Na+].[N+](C1C=C(S([O-])(=O)=O)C=CC=1)([O-])=O.OS(O)(=O)=O.O. No catalyst specified. The product is [CH3:1][C:2]1[CH:3]=[CH:4][C:5]([N+:9]([O-:11])=[O:10])=[C:6]2[C:8]=1[CH:13]=[CH:14][CH:16]=[N:7]2. The yield is 0.770. (2) The product is [CH2:18]([O:17][C:16]([N:1]1[CH2:6][CH2:5][CH:4]([C:7]([OH:9])=[O:8])[CH2:3][CH2:2]1)=[O:25])[C:19]1[CH:24]=[CH:23][CH:22]=[CH:21][CH:20]=1. The yield is 0.220. The reactants are [NH:1]1[CH2:6][CH2:5][CH:4]([C:7]([OH:9])=[O:8])[CH2:3][CH2:2]1.C([O-])([O-])=O.[Na+].[Na+].[C:16](=O)([O:25]N1C(=O)CCC1=O)[O:17][CH2:18][C:19]1[CH:24]=[CH:23][CH:22]=[CH:21][CH:20]=1. The catalyst is O.CC#N.